From a dataset of Reaction yield outcomes from USPTO patents with 853,638 reactions. Predict the reaction yield, written as a fraction of the theoretical maximum amount of product (1.0 means a 100% yield; for example, 0.34 means a 34% yield). The reactants are C([O:4][C:5]1[CH:10]=[CH:9][C:8]([S:11]([N:14]([CH2:24][C:25]2[CH:34]=[CH:33][C:28]([C:29]([O:31]C)=[O:30])=[CH:27][CH:26]=2)[CH2:15][C:16]2[CH:21]=[CH:20][CH:19]=[CH:18][C:17]=2[O:22][CH3:23])(=[O:13])=[O:12])=[CH:7][CH:6]=1)(=O)C.[OH-].[Na+]. The catalyst is C1COCC1. The product is [OH:4][C:5]1[CH:6]=[CH:7][C:8]([S:11]([N:14]([CH2:24][C:25]2[CH:26]=[CH:27][C:28]([C:29]([OH:31])=[O:30])=[CH:33][CH:34]=2)[CH2:15][C:16]2[CH:21]=[CH:20][CH:19]=[CH:18][C:17]=2[O:22][CH3:23])(=[O:12])=[O:13])=[CH:9][CH:10]=1. The yield is 0.150.